This data is from Forward reaction prediction with 1.9M reactions from USPTO patents (1976-2016). The task is: Predict the product of the given reaction. (1) The product is: [F:15][C:5]1[CH:4]=[C:3]([CH2:2][CH:17]([CH3:16])[C:23](=[O:26])[CH2:24][CH3:25])[CH:8]=[CH:7][C:6]=1[CH:9]([CH3:14])[C:10]([OH:12])=[O:11]. Given the reactants Br[CH2:2][C:3]1[CH:8]=[CH:7][C:6]([CH:9]([CH3:14])[C:10]([O:12]C)=[O:11])=[C:5]([F:15])[CH:4]=1.[CH3:16][CH:17]([C:23](=[O:26])[CH2:24][CH3:25])C(OCC)=O.C(=O)([O-])[O-].[K+].[K+], predict the reaction product. (2) Given the reactants [OH:1][C:2]1[CH:3]=[C:4]2[C:9](=[CH:10][CH:11]=1)[C:8]([C:12]([NH:14][CH2:15][CH2:16][N:17]1[CH2:22][CH2:21][O:20][CH2:19][CH2:18]1)=[O:13])=[CH:7][CH:6]=[CH:5]2.[Cl:23][C:24]1[CH:29]=[C:28](Cl)[N:27]=[CH:26][N:25]=1.C1CCN2C(=NCCC2)CC1.ClC1N=C(OC2C=C3C(=CC=2)C(C(NCCN2CCOCC2)=O)=CC=C3)C=CN=1, predict the reaction product. The product is: [Cl:23][C:24]1[N:25]=[CH:26][N:27]=[C:28]([O:1][C:2]2[CH:3]=[C:4]3[C:9](=[CH:10][CH:11]=2)[C:8]([C:12]([NH:14][CH2:15][CH2:16][N:17]2[CH2:18][CH2:19][O:20][CH2:21][CH2:22]2)=[O:13])=[CH:7][CH:6]=[CH:5]3)[CH:29]=1. (3) The product is: [C:30]([O:29][C:27]([N:10]1[CH2:15][CH2:14][CH2:13][C:12](=[O:16])[CH2:11]1)=[O:28])([CH3:31])([CH3:32])[CH3:33]. Given the reactants O.Cl.C([N:10]1[CH2:15][CH2:14][CH2:13][C:12](=[O:16])[CH2:11]1)C1C=CC=CC=1.[H][H].[C:27](O[C:27]([O:29][C:30]([CH3:33])([CH3:32])[CH3:31])=[O:28])([O:29][C:30]([CH3:33])([CH3:32])[CH3:31])=[O:28].C(N(C(C)C)CC)(C)C, predict the reaction product. (4) The product is: [CH3:14][O:15][CH2:16][CH2:7][O:6][S:1]([O-:4])(=[O:2])=[O:3].[CH3:11][N+:10]1[CH:17]=[CH:16][N:13]([CH3:12])[CH:9]=1. Given the reactants [S:1]([O:6][CH3:7])([O:4]C)(=[O:3])=[O:2].C[C:9]1[NH:10][CH:11]=[CH:12][N:13]=1.[CH3:14][O:15][CH2:16][CH2:17]O, predict the reaction product.